Dataset: Reaction yield outcomes from USPTO patents with 853,638 reactions. Task: Predict the reaction yield, written as a fraction of the theoretical maximum amount of product (1.0 means a 100% yield; for example, 0.34 means a 34% yield). The reactants are Br[C:2]1[CH:10]=[CH:9][CH:8]=[C:7]2[C:3]=1[C:4]1([C:24]3[C:15](=[CH:16][C:17]4[O:22][CH2:21][CH2:20][O:19][C:18]=4[CH:23]=3)[O:14][CH2:13]1)[C:5](=[O:12])[N:6]2[CH3:11].C1(P(C2C=CC=CC=2)CCCP(C2C=CC=CC=2)C2C=CC=CC=2)C=CC=CC=1.C(=O)([O-])[O-].[K+].[K+].[CH:60]([O:62]CCCC)=[CH2:61].Cl.C(=O)([O-])[O-].[Na+].[Na+]. The catalyst is O.C([O-])(=O)C.[Pd+2].C([O-])(=O)C.C(OCC)(=O)C.CN(C)C=O. The product is [C:60]([C:2]1[CH:10]=[CH:9][CH:8]=[C:7]2[C:3]=1[C:4]1([C:24]3[C:15](=[CH:16][C:17]4[O:22][CH2:21][CH2:20][O:19][C:18]=4[CH:23]=3)[O:14][CH2:13]1)[C:5](=[O:12])[N:6]2[CH3:11])(=[O:62])[CH3:61]. The yield is 0.750.